Predict the reactants needed to synthesize the given product. From a dataset of Full USPTO retrosynthesis dataset with 1.9M reactions from patents (1976-2016). (1) The reactants are: [CH3:1][O:2][C:3]1[CH:8]=[CH:7][CH:6]=[CH:5][C:4]=1[C:9]1[C:17]2[C:16]([C:18]3[CH:23]=[CH:22][CH:21]=[CH:20][CH:19]=3)=[N:15][CH:14]=[N:13][C:12]=2[N:11](COCC[Si](C)(C)C)[CH:10]=1.C(O)(C(F)(F)F)=O.[OH-].[Na+].C(N)CN. Given the product [CH3:1][O:2][C:3]1[CH:8]=[CH:7][CH:6]=[CH:5][C:4]=1[C:9]1[C:17]2[C:16]([C:18]3[CH:23]=[CH:22][CH:21]=[CH:20][CH:19]=3)=[N:15][CH:14]=[N:13][C:12]=2[NH:11][CH:10]=1, predict the reactants needed to synthesize it. (2) Given the product [F:1][C:2]1[CH:7]=[C:6]([F:8])[CH:5]=[CH:4][C:3]=1[S:9]([NH:12][C:13]1[C:14]([O:29][CH3:30])=[N:15][CH:16]=[C:17]([C:19]2[CH:24]=[CH:23][N:22]3[N:25]=[CH:26][C:27]([C:44]#[C:43][C:41]([OH:45])([CH3:42])[CH3:40])=[C:21]3[N:20]=2)[CH:18]=1)(=[O:11])=[O:10], predict the reactants needed to synthesize it. The reactants are: [F:1][C:2]1[CH:7]=[C:6]([F:8])[CH:5]=[CH:4][C:3]=1[S:9]([NH:12][C:13]1[C:14]([O:29][CH3:30])=[N:15][CH:16]=[C:17]([C:19]2[CH:24]=[CH:23][N:22]3[N:25]=[CH:26][C:27](I)=[C:21]3[N:20]=2)[CH:18]=1)(=[O:11])=[O:10].C(N(C(C)C)CC)(C)C.[CH3:40][C:41]([OH:45])([C:43]#[CH:44])[CH3:42]. (3) Given the product [NH2:11][C:5]1[C:6]([C:8]([NH2:10])=[O:9])=[N:7][C:2]([Cl:1])=[CH:3][CH:4]=1, predict the reactants needed to synthesize it. The reactants are: [Cl:1][C:2]1[N:7]=[C:6]([C:8]([NH2:10])=[O:9])[C:5]([N+:11]([O-])=O)=[CH:4][CH:3]=1.[Cl-].[NH4+].